Predict the product of the given reaction. From a dataset of Forward reaction prediction with 1.9M reactions from USPTO patents (1976-2016). (1) Given the reactants [CH2:1]([N:8]1[C:13](=[O:14])[C:12]2[C:15]([Br:18])=[N:16][NH:17][C:11]=2[N:10]=[C:9]1[CH:19](Br)[CH2:20][CH3:21])[C:2]1[CH:7]=[CH:6][CH:5]=[CH:4][CH:3]=1.[CH3:23][N:24]([CH3:28])[CH2:25][CH2:26][NH2:27], predict the reaction product. The product is: [CH2:1]([N:8]1[C:13](=[O:14])[C:12]2[C:15]([Br:18])=[N:16][NH:17][C:11]=2[N:10]=[C:9]1[CH:19]([NH:27][CH2:26][CH2:25][N:24]([CH3:28])[CH3:23])[CH2:20][CH3:21])[C:2]1[CH:7]=[CH:6][CH:5]=[CH:4][CH:3]=1. (2) Given the reactants [CH3:1][C:2]([C:4]1[CH:9]=[CH:8][C:7]([O:10][CH3:11])=[CH:6][CH:5]=1)=[O:3].[H-].[Na+].[C:14](=O)([O:18]CC)[O:15][CH2:16][CH3:17].Cl, predict the reaction product. The product is: [CH2:16]([O:15][C:14](=[O:18])[CH2:1][C:2]([C:4]1[CH:9]=[CH:8][C:7]([O:10][CH3:11])=[CH:6][CH:5]=1)=[O:3])[CH3:17]. (3) Given the reactants [Br-].[C:2]1([S+:8]([C:15]2[CH:20]=[CH:19][CH:18]=[CH:17][CH:16]=2)[C:9]2[CH:14]=[CH:13][CH:12]=[CH:11][CH:10]=2)[CH:7]=[CH:6][CH:5]=[CH:4][CH:3]=1.C([O-])([O-])OCC.[F:27][C:28]([F:40])([F:39])[C:29]1[CH:34]=[CH:33][C:32]([S:35]([OH:38])(=[O:37])=[O:36])=[CH:31][CH:30]=1.N, predict the reaction product. The product is: [F:40][C:28]([F:27])([F:39])[C:29]1[CH:30]=[CH:31][C:32]([S:35]([O-:38])(=[O:36])=[O:37])=[CH:33][CH:34]=1.[C:15]1([S+:8]([C:2]2[CH:3]=[CH:4][CH:5]=[CH:6][CH:7]=2)[C:9]2[CH:14]=[CH:13][CH:12]=[CH:11][CH:10]=2)[CH:16]=[CH:17][CH:18]=[CH:19][CH:20]=1. (4) The product is: [Cl:16][C:17]1[N:22]=[CH:21][C:20]([C:14]#[C:13][C:10]2[CH:9]=[CH:8][C:7]([CH:5]([CH3:6])[C:4]([NH:3][CH2:1][CH3:2])=[O:15])=[CH:12][CH:11]=2)=[CH:19][N:18]=1. Given the reactants [CH2:1]([NH:3][C:4](=[O:15])[CH:5]([C:7]1[CH:12]=[CH:11][C:10]([C:13]#[CH:14])=[CH:9][CH:8]=1)[CH3:6])[CH3:2].[Cl:16][C:17]1[N:22]=[CH:21][C:20](I)=[CH:19][N:18]=1.CCN(C(C)C)C(C)C, predict the reaction product. (5) Given the reactants [CH:1]([C@:3]12[CH2:41][CH2:40][C@@H:39]([C:42]([CH3:44])=[CH2:43])[C@@H:4]1[C@@H:5]1[C@@:18]([CH3:21])([CH2:19][CH2:20]2)[C@@:17]2([CH3:22])[C@@H:8]([C@:9]3([CH3:38])[C@@H:14]([CH2:15][CH2:16]2)[C:13]([CH3:24])([CH3:23])[C:12]([C:25]2[CH:37]=[CH:36][C:28]([C:29]([O:31][C:32]([CH3:35])([CH3:34])[CH3:33])=[O:30])=[CH:27][CH:26]=2)=[CH:11][CH2:10]3)[CH2:7][CH2:6]1)=O.C(O)(=O)C.[NH2:49][CH2:50][CH2:51][CH2:52][N:53]1[CH2:58][CH2:57][O:56][CH2:55][CH2:54]1.C(O[BH-](OC(=O)C)OC(=O)C)(=O)C.[Na+], predict the reaction product. The product is: [CH3:21][C@:18]12[C@@:17]3([CH3:22])[C@@H:8]([C@:9]4([CH3:38])[C@@H:14]([CH2:15][CH2:16]3)[C:13]([CH3:23])([CH3:24])[C:12]([C:25]3[CH:37]=[CH:36][C:28]([C:29]([O:31][C:32]([CH3:33])([CH3:34])[CH3:35])=[O:30])=[CH:27][CH:26]=3)=[CH:11][CH2:10]4)[CH2:7][CH2:6][C@@H:5]1[C@H:4]1[C@H:39]([C:42]([CH3:44])=[CH2:43])[CH2:40][CH2:41][C@:3]1([CH2:1][NH:49][CH2:50][CH2:51][CH2:52][N:53]1[CH2:58][CH2:57][O:56][CH2:55][CH2:54]1)[CH2:20][CH2:19]2.